From a dataset of Forward reaction prediction with 1.9M reactions from USPTO patents (1976-2016). Predict the product of the given reaction. (1) Given the reactants Cl.C(O[C:5]([C:7]1[CH:8]=[C:9]2[C:13](=[CH:14][CH:15]=1)[NH:12][N:11]=[C:10]2[C:16]1[CH:21]=[CH:20][C:19]([F:22])=[CH:18][CH:17]=1)=[NH:6])C.C([N:25](CC)CC)C.[C:30]([NH:35]N)(=O)[CH2:31][CH2:32][CH3:33], predict the reaction product. The product is: [F:22][C:19]1[CH:18]=[CH:17][C:16]([C:10]2[C:9]3[C:13](=[CH:14][CH:15]=[C:7]([C:5]4[NH:25][C:30]([CH2:31][CH2:32][CH3:33])=[N:35][N:6]=4)[CH:8]=3)[NH:12][N:11]=2)=[CH:21][CH:20]=1. (2) Given the reactants Cl[C:2]1[C:11]2[C:6](=[CH:7][C:8]([O:14][CH3:15])=[C:9]([O:12][CH3:13])[CH:10]=2)[N:5]=[CH:4][CH:3]=1.[C:16]([O:25][CH2:26][CH:27]([CH3:29])[CH3:28])(=[O:24])[C:17]1[C:18](=[CH:20][CH:21]=[CH:22][CH:23]=1)[OH:19], predict the reaction product. The product is: [CH3:13][O:12][C:9]1[CH:10]=[C:11]2[C:6](=[CH:7][C:8]=1[O:14][CH3:15])[N:5]=[CH:4][CH:3]=[C:2]2[O:19][C:18]1[CH:20]=[CH:21][CH:22]=[CH:23][C:17]=1[C:16]([O:25][CH2:26][CH:27]([CH3:29])[CH3:28])=[O:24]. (3) Given the reactants [Br:1][C:2]1[CH:7]=[CH:6][C:5]([N:8]2[C:12](C(O)=O)=[C:11]([CH3:16])[N:10]=[N:9]2)=[CH:4][CH:3]=1.[C:17]1([C@H:23]([OH:25])[CH3:24])[CH:22]=[CH:21][CH:20]=[CH:19][CH:18]=1.C([N:28]([CH2:31]C)CC)C.C1([O:39]P(N=[N+]=[N-])(=O)OC2C=CC=CC=2)C=CC=CC=1, predict the reaction product. The product is: [C:17]1([C@H:23]([O:25][C:31](=[O:39])[NH:28][C:12]2[N:8]([C:5]3[CH:4]=[CH:3][C:2]([Br:1])=[CH:7][CH:6]=3)[N:9]=[N:10][C:11]=2[CH3:16])[CH3:24])[CH:22]=[CH:21][CH:20]=[CH:19][CH:18]=1. (4) Given the reactants [C:1]([Si:5]([CH3:30])([CH3:29])[O:6][C:7]1[CH:8]=[CH:9][CH:10]=[C:11]2[C:16]=1[N:15]=[C:14]([NH:17][C:18]1[CH:23]=[CH:22][C:21]([O:24][CH3:25])=[CH:20][C:19]=1[N+:26]([O-])=O)[CH:13]=[CH:12]2)([CH3:4])([CH3:3])[CH3:2].C1COCC1.NN, predict the reaction product. The product is: [C:1]([Si:5]([CH3:30])([CH3:29])[O:6][C:7]1[CH:8]=[CH:9][CH:10]=[C:11]2[C:16]=1[N:15]=[C:14]([NH:17][C:18]1[C:19]([NH2:26])=[CH:20][C:21]([O:24][CH3:25])=[CH:22][CH:23]=1)[CH:13]=[CH:12]2)([CH3:4])([CH3:3])[CH3:2]. (5) Given the reactants C=O.[O:3]=[C:4]([N:19]1[CH2:24][CH2:23][CH:22]([O:25][C:26]2[CH:31]=[CH:30][CH:29]=[C:28]([C:32]([F:35])([F:34])[F:33])[CH:27]=2)[CH2:21][CH2:20]1)[CH2:5][NH:6][C:7]([C:9]1[N:10]=[N:11][N:12]([CH:14]2[CH2:18][CH2:17][NH:16][CH2:15]2)[CH:13]=1)=[O:8].[C:36](O)(=O)C.N, predict the reaction product. The product is: [O:3]=[C:4]([N:19]1[CH2:24][CH2:23][CH:22]([O:25][C:26]2[CH:31]=[CH:30][CH:29]=[C:28]([C:32]([F:33])([F:34])[F:35])[CH:27]=2)[CH2:21][CH2:20]1)[CH2:5][NH:6][C:7]([C:9]1[N:10]=[N:11][N:12]([CH:14]2[CH2:18][CH2:17][N:16]([CH3:36])[CH2:15]2)[CH:13]=1)=[O:8]. (6) Given the reactants [CH3:1][C:2]1[CH:16]=[C:15]([CH3:17])[C:5]2[N:6]=[N:7][N:8]([CH2:11][C:12]([OH:14])=O)[C:9](=[O:10])[C:4]=2[CH:3]=1.[CH3:18][O:19][C:20]1[CH:25]=[CH:24][C:23]([C@@H:26]([NH2:28])[CH3:27])=[CH:22][CH:21]=1, predict the reaction product. The product is: [CH3:1][C:2]1[CH:16]=[C:15]([CH3:17])[C:5]2[N:6]=[N:7][N:8]([CH2:11][C:12]([NH:28][C@H:26]([C:23]3[CH:24]=[CH:25][C:20]([O:19][CH3:18])=[CH:21][CH:22]=3)[CH3:27])=[O:14])[C:9](=[O:10])[C:4]=2[CH:3]=1. (7) Given the reactants Cl[C:2]1[N:3]=[CH:4][C:5]([CH2:15][O:16][C:17]2[CH:18]=[C:19]([C@H:23]([CH:30]3[CH2:32][CH2:31]3)[CH2:24][C:25]([O:27][CH2:28][CH3:29])=[O:26])[CH:20]=[CH:21][CH:22]=2)=[N:6][C:7]=1[C:8]1[C:12]([CH3:14])([CH3:13])[CH2:11][CH2:10][CH:9]=1.[F:33][C:34]1[C:35](B(O)O)=[CH:36][C:37]([O:40][CH3:41])=[N:38][CH:39]=1, predict the reaction product. The product is: [CH:30]1([C@@H:23]([C:19]2[CH:20]=[CH:21][CH:22]=[C:17]([O:16][CH2:15][C:5]3[CH:4]=[N:3][C:2]([C:35]4[C:34]([F:33])=[CH:39][N:38]=[C:37]([O:40][CH3:41])[CH:36]=4)=[C:7]([C:8]4[C:12]([CH3:14])([CH3:13])[CH2:11][CH2:10][CH:9]=4)[N:6]=3)[CH:18]=2)[CH2:24][C:25]([O:27][CH2:28][CH3:29])=[O:26])[CH2:32][CH2:31]1. (8) Given the reactants [OH:1][C:2]1[CH:9]=[CH:8][CH:7]=[C:6]([OH:10])[C:3]=1[CH:4]=[O:5].C(N(CC)C(C)C)(C)C.[CH3:20][O:21][CH2:22]Cl.[C:24]([O:27][CH2:28]C)(=O)C, predict the reaction product. The product is: [CH3:20][O:21][CH2:22][O:1][C:2]1[CH:9]=[CH:8][CH:7]=[C:6]([O:10][CH2:24][O:27][CH3:28])[C:3]=1[CH:4]=[O:5]. (9) Given the reactants N[C:2]1[N:6]([C:7]2[CH:12]=[CH:11][C:10]([F:13])=[CH:9][CH:8]=2)[N:5]=[CH:4][C:3]=1C(=O)C1C=CC=C(O)C=1.BrCC(OC(C)(C)C)=O.C(=O)([O-])[O-].[K+].[K+], predict the reaction product. The product is: [F:13][C:10]1[CH:9]=[CH:8][C:7]([N:6]2[CH:2]=[CH:3][CH:4]=[N:5]2)=[CH:12][CH:11]=1.